This data is from CYP2C19 inhibition data for predicting drug metabolism from PubChem BioAssay. The task is: Regression/Classification. Given a drug SMILES string, predict its absorption, distribution, metabolism, or excretion properties. Task type varies by dataset: regression for continuous measurements (e.g., permeability, clearance, half-life) or binary classification for categorical outcomes (e.g., BBB penetration, CYP inhibition). Dataset: cyp2c19_veith. (1) The compound is Cc1ccc(S(=O)(=O)N[C@@H]2COC(=O)C/C=C\[C@@H](C)[C@@H](NS(=O)(=O)c3ccc(C)cc3)COC(=O)C/C=C\[C@H]2C)cc1. The result is 0 (non-inhibitor). (2) The molecule is COC(=O)[C@@]1(Cc2ccccc2)[C@H]2c3cc(C(=O)N(C)C)n(C[C@H](O)CO)c3C[C@H]2CN1C(=O)c1ccccc1. The result is 1 (inhibitor). (3) The drug is COc1ccccc1CNc1ncnc2ccc(-c3ccc(N(C)C)cc3)cc12. The result is 1 (inhibitor).